Regression/Classification. Given a drug SMILES string, predict its absorption, distribution, metabolism, or excretion properties. Task type varies by dataset: regression for continuous measurements (e.g., permeability, clearance, half-life) or binary classification for categorical outcomes (e.g., BBB penetration, CYP inhibition). Dataset: cyp1a2_veith. From a dataset of CYP1A2 inhibition data for predicting drug metabolism from PubChem BioAssay. The molecule is Cc1ccc(CCN2CC(C(=O)NC3CCCC3)CC2=O)cc1. The result is 0 (non-inhibitor).